Dataset: Forward reaction prediction with 1.9M reactions from USPTO patents (1976-2016). Task: Predict the product of the given reaction. (1) Given the reactants [CH3:1][C:2]1[CH:7]=[C:6]([CH3:8])[N:5]=[C:4]([N:9]2[CH2:13][CH:12]3[CH2:14][N:15]([C:17]([C:19]4[CH:24]=[CH:23][CH:22]=[C:21]([F:25])[C:20]=4I)=[O:18])[CH2:16][CH:11]3[CH2:10]2)[N:3]=1.CO[CH2:29][CH2:30]OC, predict the reaction product. The product is: [CH3:1][C:2]1[CH:7]=[C:6]([CH3:8])[N:5]=[C:4]([N:9]2[CH2:13][CH:12]3[CH2:14][N:15]([C:17]([C:19]4[CH:24]=[CH:23][CH:22]=[C:21]([F:25])[C:20]=4[C:30]4[CH:29]=[CH:6][CH:7]=[CH:2][N:3]=4)=[O:18])[CH2:16][CH:11]3[CH2:10]2)[N:3]=1. (2) Given the reactants [CH2:1]([O:3][C:4]([N:6]1[CH2:11][CH2:10][NH:9][CH2:8][CH2:7]1)=[O:5])[CH3:2].C(N(CC)CC)C.[Cl:19][CH2:20][C:21](Cl)=[O:22], predict the reaction product. The product is: [CH2:1]([O:3][C:4]([N:6]1[CH2:7][CH2:8][N:9]([C:21]([CH2:20][Cl:19])=[O:22])[CH2:10][CH2:11]1)=[O:5])[CH3:2]. (3) Given the reactants [O:1]1[C:6]2=[CH:7][CH:8]=[CH:9][C:5]2=[CH:4][C:3](NCCCC)=[CH:2]1.BrC1C=CC(S(O[CH2:26][C@@H:27]2[O:41][C:31]3=[C:32]4[C:37](=[CH:38][CH:39]=[C:30]3[O:29][CH2:28]2)[N:36]=[C:35]([CH3:40])[CH:34]=[CH:33]4)(=O)=O)=CC=1, predict the reaction product. The product is: [O:1]1[C:2]2[CH:3]=[CH:4][CH:5]=[CH:9][C:8]=2[C:7]([CH2:32][CH2:33][CH2:34][CH2:35][NH:36][CH2:26][CH:27]2[O:41][C:31]3=[C:32]4[C:37](=[CH:38][CH:39]=[C:30]3[O:29][CH2:28]2)[N:36]=[C:35]([CH3:40])[CH:34]=[CH:33]4)=[CH:6]1. (4) Given the reactants [CH3:1][C:2]1[C:3]2[N:4]([N:9]=[C:10]([C:12](=[O:21])[CH2:13][C:14]([O:16][C:17](C)(C)[CH3:18])=[O:15])[CH:11]=2)[CH:5]=[C:6]([CH3:8])[N:7]=1.CCO, predict the reaction product. The product is: [CH3:1][C:2]1[C:3]2[N:4]([N:9]=[C:10]([C:12](=[O:21])[CH2:13][C:14]([O:16][CH2:17][CH3:18])=[O:15])[CH:11]=2)[CH:5]=[C:6]([CH3:8])[N:7]=1. (5) Given the reactants Br[C:2]1[CH:7]=[CH:6][N:5]([C:8]2[CH:16]=[CH:15][C:14]3[C:10](=[C:11]([CH3:19])[N:12]([CH2:17][CH3:18])[N:13]=3)[CH:9]=2)[C:4](=[O:20])[CH:3]=1.[F:21][C:22]([F:31])([F:30])[C:23]1[N:24]=[C:25]([CH2:28][OH:29])[S:26][CH:27]=1.CC(C)([O-])C.[K+].O, predict the reaction product. The product is: [CH2:17]([N:12]1[C:11]([CH3:19])=[C:10]2[C:14]([CH:15]=[CH:16][C:8]([N:5]3[CH:6]=[CH:7][C:2]([O:29][CH2:28][C:25]4[S:26][CH:27]=[C:23]([C:22]([F:31])([F:30])[F:21])[N:24]=4)=[CH:3][C:4]3=[O:20])=[CH:9]2)=[N:13]1)[CH3:18]. (6) Given the reactants Cl[C:2]1[N:7]=[C:6]([C:8]#[C:9][C:10]2[CH:15]=[CH:14][C:13]([F:16])=[CH:12][CH:11]=2)[CH:5]=[CH:4][N:3]=1, predict the reaction product. The product is: [CH:6]([NH:7][C:2]1[N:7]=[C:6]([C:8]#[C:9][C:10]2[CH:15]=[CH:14][C:13]([F:16])=[CH:12][CH:11]=2)[CH:5]=[CH:4][N:3]=1)([CH3:8])[CH3:5]. (7) Given the reactants [CH3:1][O:2][C:3](=[O:13])[CH2:4][CH2:5][C:6]1[CH:11]=[CH:10][C:9]([OH:12])=[CH:8][CH:7]=1.[Br:14]Br, predict the reaction product. The product is: [CH3:1][O:2][C:3](=[O:13])[CH2:4][CH2:5][C:6]1[CH:11]=[CH:10][C:9]([OH:12])=[C:8]([Br:14])[CH:7]=1. (8) Given the reactants [C:1]([O:5][C:6](=[O:20])[NH:7][C:8]1[CH:13]=[CH:12][CH:11]=[C:10]([C:14]2[NH:15][N:16]=[CH:17][CH:18]=2)[C:9]=1[F:19])([CH3:4])([CH3:3])[CH3:2].C1C(=O)N([Br:28])C(=O)C1, predict the reaction product. The product is: [C:1]([O:5][C:6](=[O:20])[NH:7][C:8]1[CH:13]=[CH:12][CH:11]=[C:10]([C:14]2[NH:15][N:16]=[CH:17][C:18]=2[Br:28])[C:9]=1[F:19])([CH3:4])([CH3:2])[CH3:3]. (9) The product is: [O:48]1[CH2:53][CH2:52][CH:51]([NH:54][S:6]([C:9]2[N:10]=[CH:11][C:12]([CH:15]([NH:19][C:20]([C:22]3[CH:23]=[N:24][N:25]([C:28]4[CH:29]=[CH:30][C:31]([Cl:34])=[CH:32][CH:33]=4)[C:26]=3[CH3:27])=[O:21])[CH2:16][CH2:17][CH3:18])=[CH:13][CH:14]=2)(=[O:7])=[O:8])[CH2:50][CH2:49]1.[Cl:34][C:31]1[CH:30]=[CH:29][C:28]([N:25]2[C:26]([CH3:27])=[C:22]([C:20]([NH:19][CH:15]([C:12]3[CH:13]=[CH:14][C:9]([S:6]([OH:7])(=[O:8])=[O:46])=[N:10][CH:11]=3)[CH2:16][CH2:17][CH3:18])=[O:21])[CH:23]=[N:24]2)=[CH:33][CH:32]=1. Given the reactants COC(=O)CC[S:6]([C:9]1[CH:14]=[CH:13][C:12]([CH:15]([NH:19][C:20]([C:22]2[CH:23]=[N:24][N:25]([C:28]3[CH:33]=[CH:32][C:31]([Cl:34])=[CH:30][CH:29]=3)[C:26]=2[CH3:27])=[O:21])[CH2:16][CH2:17][CH3:18])=[CH:11][N:10]=1)(=[O:8])=[O:7].C[O-].[Na+].[Na].ClN1C(=[O:46])CCC1=O.[O:48]1[CH2:53][CH2:52][CH:51]([NH2:54])[CH2:50][CH2:49]1, predict the reaction product. (10) Given the reactants Br[C:2]1[CH:3]=[C:4]([CH:8]2[O:12]CCO2)[CH:5]=[CH:6][CH:7]=1.[Cl:13][C:14]1[CH:19]=[CH:18][C:17]([S:20][S:20][C:17]2[CH:18]=[CH:19][C:14]([Cl:13])=[CH:15][CH:16]=2)=[CH:16][CH:15]=1, predict the reaction product. The product is: [Cl:13][C:14]1[CH:19]=[CH:18][C:17]([S:20][C:2]2[CH:3]=[C:4]([CH:5]=[CH:6][CH:7]=2)[CH:8]=[O:12])=[CH:16][CH:15]=1.